This data is from Full USPTO retrosynthesis dataset with 1.9M reactions from patents (1976-2016). The task is: Predict the reactants needed to synthesize the given product. (1) Given the product [OH:4][C:3]([C:2]([F:10])([F:1])[CH:6]([O:9][C:16](=[O:20])[C:17]([CH3:19])=[CH2:18])[CH2:7][CH3:8])=[O:5], predict the reactants needed to synthesize it. The reactants are: [F:1][C:2]([F:10])([CH:6]([OH:9])[CH2:7][CH3:8])[C:3]([OH:5])=[O:4].CS(O)(=O)=O.[C:16](O[C:16](=[O:20])[C:17]([CH3:19])=[CH2:18])(=[O:20])[C:17]([CH3:19])=[CH2:18]. (2) Given the product [F:26][C:16]1[CH:17]=[C:18]([N:20]2[CH2:21][CH2:22][O:23][CH2:24][CH2:25]2)[CH:19]=[C:14]([F:13])[C:15]=1[C:2]1[S:6][C:5]([N+:7]([O-:9])=[O:8])=[C:4]([C:10]([NH2:12])=[O:11])[CH:3]=1, predict the reactants needed to synthesize it. The reactants are: Br[C:2]1[S:6][C:5]([N+:7]([O-:9])=[O:8])=[C:4]([C:10]([NH2:12])=[O:11])[CH:3]=1.[F:13][C:14]1[CH:19]=[C:18]([N:20]2[CH2:25][CH2:24][O:23][CH2:22][CH2:21]2)[CH:17]=[C:16]([F:26])[C:15]=1B(O)O. (3) Given the product [F:1][C:2]1[CH:3]=[C:4]2[C:8](=[CH:9][CH:10]=1)[N:7]([S:21]([C:18]1[CH:19]=[CH:20][C:15]([CH3:25])=[CH:16][CH:17]=1)(=[O:23])=[O:22])[CH:6]=[C:5]2[CH:11]=[O:12], predict the reactants needed to synthesize it. The reactants are: [F:1][C:2]1[CH:3]=[C:4]2[C:8](=[CH:9][CH:10]=1)[NH:7][CH:6]=[C:5]2[CH:11]=[O:12].[OH-].[K+].[C:15]1([CH3:25])[CH:20]=[CH:19][C:18]([S:21](Cl)(=[O:23])=[O:22])=[CH:17][CH:16]=1. (4) Given the product [CH3:1][O:2][C:3](=[O:28])[C:4]1[CH:9]=[C:8]([S:35][CH2:29][CH2:30][CH2:31][CH2:32][CH2:33][CH3:34])[CH:7]=[C:6]([C:11](=[O:27])[C:12]2[CH:17]=[CH:16][C:15]([N:18]([C:20]3[CH:25]=[CH:24][C:23]([Cl:26])=[CH:22][CH:21]=3)[CH3:19])=[CH:14][N:13]=2)[CH:5]=1, predict the reactants needed to synthesize it. The reactants are: [CH3:1][O:2][C:3](=[O:28])[C:4]1[CH:9]=[C:8](I)[CH:7]=[C:6]([C:11](=[O:27])[C:12]2[CH:17]=[CH:16][C:15]([N:18]([C:20]3[CH:25]=[CH:24][C:23]([Cl:26])=[CH:22][CH:21]=3)[CH3:19])=[CH:14][N:13]=2)[CH:5]=1.[CH2:29]([SH:35])[CH2:30][CH2:31][CH2:32][CH2:33][CH3:34].C1(P(C2C=CC=CC=2)C2C=CC=CC=2OC2C=CC=CC=2P(C2C=CC=CC=2)C2C=CC=CC=2)C=CC=CC=1.CC(C)([O-])C.[K+]. (5) Given the product [F:26][C:4]1[CH:3]=[C:2]([C:27]2[CH:32]=[CH:31][CH:30]=[CH:29][CH:28]=2)[CH:7]=[CH:6][C:5]=1[CH2:8][CH2:9][C:10]([CH3:25])([S:21]([CH3:24])(=[O:23])=[O:22])[C:11]([NH:13][O:14][CH:15]1[CH2:20][CH2:19][CH2:18][CH2:17][O:16]1)=[O:12], predict the reactants needed to synthesize it. The reactants are: Br[C:2]1[CH:7]=[CH:6][C:5]([CH2:8][CH2:9][C:10]([CH3:25])([S:21]([CH3:24])(=[O:23])=[O:22])[C:11]([NH:13][O:14][CH:15]2[CH2:20][CH2:19][CH2:18][CH2:17][O:16]2)=[O:12])=[C:4]([F:26])[CH:3]=1.[C:27]1(B(O)O)[CH:32]=[CH:31][CH:30]=[CH:29][CH:28]=1.C(=O)([O-])[O-].[Na+].[Na+].BrC1C=CC(CCC(C)(S(C)(=O)=O)C(O)=O)=CC=1.Cl. (6) The reactants are: Br[C:2]1[N:3]([CH2:8][O:9][CH2:10][CH2:11][Si:12]([CH3:15])([CH3:14])[CH3:13])[CH:4]=[C:5]([Br:7])[N:6]=1.[Li]CCCC.CN([CH:24]=[O:25])C. Given the product [Br:7][C:5]1[N:6]=[C:2]([CH:24]=[O:25])[N:3]([CH2:8][O:9][CH2:10][CH2:11][Si:12]([CH3:15])([CH3:14])[CH3:13])[CH:4]=1, predict the reactants needed to synthesize it. (7) Given the product [C:22]([O:26][C:27]([N:29]1[CH2:34][CH2:33][N:32]([C:35]2[CH:36]=[CH:37][C:38]([NH:41][C:5]3[N:4]=[C:3]([N:9]([CH:11]4[CH2:15][CH2:14][CH2:13][CH2:12]4)[CH3:10])[C:2]([Br:1])=[CH:7][N:6]=3)=[CH:39][CH:40]=2)[CH2:31][CH2:30]1)=[O:28])([CH3:25])([CH3:23])[CH3:24], predict the reactants needed to synthesize it. The reactants are: [Br:1][C:2]1[C:3]([N:9]([CH:11]2[CH2:15][CH2:14][CH2:13][CH2:12]2)[CH3:10])=[N:4][C:5](Cl)=[N:6][CH:7]=1.CC(C)([O-])C.[Na+].[C:22]([O:26][C:27]([N:29]1[CH2:34][CH2:33][N:32]([C:35]2[CH:40]=[CH:39][C:38]([NH2:41])=[CH:37][CH:36]=2)[CH2:31][CH2:30]1)=[O:28])([CH3:25])([CH3:24])[CH3:23].